From a dataset of Peptide-MHC class I binding affinity with 185,985 pairs from IEDB/IMGT. Regression. Given a peptide amino acid sequence and an MHC pseudo amino acid sequence, predict their binding affinity value. This is MHC class I binding data. (1) The MHC is HLA-A02:01 with pseudo-sequence HLA-A02:01. The peptide sequence is MTYLDGHPV. The binding affinity (normalized) is 0.936. (2) The peptide sequence is SWKQSKMWR. The MHC is HLA-B48:01 with pseudo-sequence HLA-B48:01. The binding affinity (normalized) is 0.0847. (3) The peptide sequence is HFKKRFSTL. The MHC is HLA-A02:03 with pseudo-sequence HLA-A02:03. The binding affinity (normalized) is 0.411. (4) The peptide sequence is MTFGDIPLV. The MHC is HLA-A02:01 with pseudo-sequence HLA-A02:01. The binding affinity (normalized) is 1.00. (5) The peptide sequence is FMYTKHSML. The MHC is HLA-A02:06 with pseudo-sequence HLA-A02:06. The binding affinity (normalized) is 0.501. (6) The peptide sequence is DCKTILKAL. The MHC is HLA-A68:02 with pseudo-sequence HLA-A68:02. The binding affinity (normalized) is 0.